This data is from Catalyst prediction with 721,799 reactions and 888 catalyst types from USPTO. The task is: Predict which catalyst facilitates the given reaction. (1) Reactant: [C-:1]#[N:2].[Na+].[NH2:4][C:5]1[CH:12]=[CH:11][C:8]([C:9]#[N:10])=[C:7]([F:13])[CH:6]=1.[C:14]1(=O)[CH2:18][CH2:17][CH2:16][CH2:15]1. Product: [C:1]([C:14]1([NH:4][C:5]2[CH:12]=[CH:11][C:8]([C:9]#[N:10])=[C:7]([F:13])[CH:6]=2)[CH2:18][CH2:17][CH2:16][CH2:15]1)#[N:2]. The catalyst class is: 15. (2) Reactant: [C:1]1([C:7]2[S:11][C:10]([NH:12][C:13]([NH:15][C:16]3[CH:21]=[N:20][CH:19]=[CH:18][N:17]=3)=[O:14])=[C:9]([C:22]([NH:24][C@H:25]3[CH2:30][CH2:29][CH2:28][N:27](C(OC(C)(C)C)=O)[CH2:26]3)=[O:23])[CH:8]=2)[CH:6]=[CH:5][CH:4]=[CH:3][CH:2]=1.Cl. Product: [NH:27]1[CH2:28][CH2:29][CH2:30][C@H:25]([NH:24][C:22]([C:9]2[CH:8]=[C:7]([C:1]3[CH:2]=[CH:3][CH:4]=[CH:5][CH:6]=3)[S:11][C:10]=2[NH:12][C:13]([NH:15][C:16]2[CH:21]=[N:20][CH:19]=[CH:18][N:17]=2)=[O:14])=[O:23])[CH2:26]1. The catalyst class is: 71. (3) Reactant: [Al+3].[Cl-].[Cl-].[Cl-].C(Cl)Cl.[CH2:8]1[C:16]2[C:11](=[CH:12][CH:13]=[CH:14][CH:15]=2)[CH2:10][C:9]1=[O:17].[CH3:18][CH:19]([CH2:21][CH2:22][CH:23]([CH3:25])[CH3:24])[CH3:20]. Product: [CH3:18][C:19]1([CH3:20])[C:13]2[C:14](=[CH:15][C:16]3[CH2:8][C:9](=[O:17])[CH2:10][C:11]=3[CH:12]=2)[C:23]([CH3:25])([CH3:24])[CH2:22][CH2:21]1. The catalyst class is: 28. (4) Reactant: C(OC(=O)[NH:7][C:8]1[CH:13]=[C:12]([N:14]([CH3:16])[CH3:15])[C:11]([C:17]([F:20])([F:19])[F:18])=[CH:10][C:9]=1[NH:21][C:22](=[O:40])[CH2:23][C:24]([C:26]1[CH:31]=[CH:30][CH:29]=[C:28]([C:32]2[CH:37]=[C:36]([CH3:38])[N:35]=[C:34]([CH3:39])[CH:33]=2)[CH:27]=1)=O)(C)(C)C.C(O)(C(F)(F)F)=O. Product: [CH3:15][N:14]([CH3:16])[C:12]1[C:11]([C:17]([F:20])([F:19])[F:18])=[CH:10][C:9]2[NH:21][C:22](=[O:40])[CH2:23][C:24]([C:26]3[CH:31]=[CH:30][CH:29]=[C:28]([C:32]4[CH:33]=[C:34]([CH3:39])[N:35]=[C:36]([CH3:38])[CH:37]=4)[CH:27]=3)=[N:7][C:8]=2[CH:13]=1. The catalyst class is: 2. (5) Reactant: [CH:1]([C:4]1[CH:12]=[CH:11][C:7]([C:8]([NH2:10])=[O:9])=[CH:6][CH:5]=1)([CH3:3])[CH3:2].Cl[C:14](Cl)(Cl)[S:15]Cl.[OH2:19]. Product: [CH:1]([C:4]1[CH:12]=[CH:11][C:7]([C:8]2[O:9][C:14](=[O:19])[S:15][N:10]=2)=[CH:6][CH:5]=1)([CH3:3])[CH3:2]. The catalyst class is: 11. (6) Reactant: [Br:1][C:2]1[C:7]([CH:8]=O)=[C:6](F)[C:5]([F:11])=[CH:4][CH:3]=1.O.[NH2:13][NH2:14]. Product: [Br:1][C:2]1[CH:3]=[CH:4][C:5]([F:11])=[C:6]2[C:7]=1[CH:8]=[N:13][NH:14]2. The catalyst class is: 57.